The task is: Predict the reaction yield, written as a fraction of the theoretical maximum amount of product (1.0 means a 100% yield; for example, 0.34 means a 34% yield).. This data is from Reaction yield outcomes from USPTO patents with 853,638 reactions. The reactants are [C:1]([O:5][C:6](=[O:43])[N:7]([CH2:9][C@@H:10]([O:35][Si:36]([C:39]([CH3:42])([CH3:41])[CH3:40])([CH3:38])[CH3:37])[CH2:11][O:12][C:13]1[CH:18]=[CH:17][C:16]([Cl:19])=[C:15]([C:20]2[N:25]=[C:24](Cl)[C:23]([CH3:27])=[C:22]([C:28]3[C:29]([CH3:34])=[N:30][O:31][C:32]=3[CH3:33])[N:21]=2)[CH:14]=1)[CH3:8])([CH3:4])([CH3:3])[CH3:2].Cl.[N:45]1[C:50]2[CH2:51][NH:52][CH2:53][C:49]=2[CH:48]=[N:47][CH:46]=1.C(N(CC)CC)C. The catalyst is CS(C)=O.O. The product is [C:1]([O:5][C:6](=[O:43])[N:7]([CH2:9][C@@H:10]([O:35][Si:36]([C:39]([CH3:42])([CH3:40])[CH3:41])([CH3:38])[CH3:37])[CH2:11][O:12][C:13]1[CH:18]=[CH:17][C:16]([Cl:19])=[C:15]([C:20]2[N:25]=[C:24]([N:52]3[CH2:53][C:49]4[CH:48]=[N:47][CH:46]=[N:45][C:50]=4[CH2:51]3)[C:23]([CH3:27])=[C:22]([C:28]3[C:29]([CH3:34])=[N:30][O:31][C:32]=3[CH3:33])[N:21]=2)[CH:14]=1)[CH3:8])([CH3:2])([CH3:4])[CH3:3]. The yield is 0.810.